This data is from Full USPTO retrosynthesis dataset with 1.9M reactions from patents (1976-2016). The task is: Predict the reactants needed to synthesize the given product. (1) Given the product [CH3:35][O:36][C:37]1[CH:38]=[C:39]([CH:42]=[CH:43][C:44]=1[O:45][CH3:46])[CH2:40][NH:41][C:17]([C@@H:9]1[CH2:10][C:11](=[N:13][O:14][CH2:15][CH3:16])[CH2:12][N:8]1[C:6]([C:26]1[C:21](=[O:20])[O:22][C:23]([CH2:30][CH2:31][CH2:32][CH2:33][CH3:34])=[CH:24][CH:25]=1)=[O:7])=[O:19], predict the reactants needed to synthesize it. The reactants are: C(O[C:6]([N:8]1[CH2:12][C:11](=[N:13][O:14][CH2:15][CH3:16])[CH2:10][C@H:9]1[C:17]([OH:19])=O)=[O:7])(C)(C)C.[O:20]=[C:21]1[C:26](C(Cl)=O)=[CH:25][CH:24]=[C:23]([CH2:30][CH2:31][CH2:32][CH2:33][CH3:34])[O:22]1.[CH3:35][O:36][C:37]1[CH:38]=[C:39]([CH:42]=[CH:43][C:44]=1[O:45][CH3:46])[CH2:40][NH2:41]. (2) The reactants are: [CH:1]1([CH2:6][C@H:7]([NH:29][C:30]([C:32]2[O:33][C:34](Br)=[CH:35][CH:36]=2)=[O:31])[C:8](=[O:28])[NH:9][C@H:10]2[CH2:16][CH2:15][C@@H:14]([CH3:17])[N:13]([S:18]([C:21]3[CH:26]=[CH:25][CH:24]=[CH:23][N:22]=3)(=[O:20])=[O:19])[CH2:12][C:11]2=[O:27])[CH2:5][CH2:4][CH2:3][CH2:2]1.[C:38]([C:41]1[CH:46]=[CH:45][C:44](B(O)O)=[CH:43][CH:42]=1)(=[O:40])[CH3:39].CC(OI1(OC(C)=O)(OC(C)=O)OC(=O)C2C=CC=CC1=2)=O. Given the product [CH:1]1([CH2:6][C@H:7]([NH:29][C:30]([C:32]2[O:33][C:34]([C:44]3[CH:45]=[CH:46][C:41]([C:38](=[O:40])[CH3:39])=[CH:42][CH:43]=3)=[CH:35][CH:36]=2)=[O:31])[C:8](=[O:28])[NH:9][C@H:10]2[CH2:16][CH2:15][C@@H:14]([CH3:17])[N:13]([S:18]([C:21]3[CH:26]=[CH:25][CH:24]=[CH:23][N:22]=3)(=[O:20])=[O:19])[CH2:12][C:11]2=[O:27])[CH2:5][CH2:4][CH2:3][CH2:2]1, predict the reactants needed to synthesize it.